From a dataset of Full USPTO retrosynthesis dataset with 1.9M reactions from patents (1976-2016). Predict the reactants needed to synthesize the given product. (1) Given the product [OH:6][CH:5]([CH2:4][OH:3])[CH2:7][CH2:8][O:9][C:10]1[CH:18]=[C:17]([F:19])[CH:16]=[C:15]([NH:20][C:21]2[CH:26]=[CH:25][C:24]([I:27])=[CH:23][C:22]=2[F:28])[C:11]=1[C:12]([NH2:14])=[O:13], predict the reactants needed to synthesize it. The reactants are: CC1(C)[O:6][CH:5]([CH2:7][CH2:8][O:9][C:10]2[CH:18]=[C:17]([F:19])[CH:16]=[C:15]([NH:20][C:21]3[CH:26]=[CH:25][C:24]([I:27])=[CH:23][C:22]=3[F:28])[C:11]=2[C:12]([NH2:14])=[O:13])[CH2:4][O:3]1.Cl. (2) Given the product [CH3:1][N:2]1[CH:6]=[C:5]([N:7]2[CH:12]=[CH:11][C:10](=[S:35])[C:9]([CH2:14][CH2:15][C:16]3[CH:17]=[C:18]4[C:23](=[CH:24][CH:25]=3)[N:22]=[CH:21][CH:20]=[CH:19]4)=[N:8]2)[CH:4]=[N:3]1, predict the reactants needed to synthesize it. The reactants are: [CH3:1][N:2]1[CH:6]=[C:5]([N:7]2[CH:12]=[CH:11][C:10](=O)[C:9]([CH2:14][CH2:15][C:16]3[CH:17]=[C:18]4[C:23](=[CH:24][CH:25]=3)[N:22]=[CH:21][CH:20]=[CH:19]4)=[N:8]2)[CH:4]=[N:3]1.COC1C=CC(P2(SP(C3C=CC(OC)=CC=3)(=S)S2)=[S:35])=CC=1. (3) Given the product [F:11][C:12]1[C:17]([F:18])=[CH:16][CH:15]=[CH:14][C:13]=1[NH:19][C:2]1[CH:7]=[CH:6][N:5]=[CH:4][C:3]=1[N+:8]([O-:10])=[O:9], predict the reactants needed to synthesize it. The reactants are: Cl[C:2]1[CH:7]=[CH:6][N:5]=[CH:4][C:3]=1[N+:8]([O-:10])=[O:9].[F:11][C:12]1[C:17]([F:18])=[CH:16][CH:15]=[CH:14][C:13]=1[NH2:19]. (4) Given the product [CH3:1][O:2][C:3]([C@H:5]1[N:9]2[C:10](=[O:24])[C@@H:11]([NH2:16])[CH2:12][CH:13]=[CH:14][CH2:15][C@@H:8]2[CH2:7][CH2:6]1)=[O:4], predict the reactants needed to synthesize it. The reactants are: [CH3:1][O:2][C:3]([CH:5]1[N:9]2[C:10](=[O:24])[CH:11]([NH:16]C(OC(C)(C)C)=O)[CH2:12][CH:13]=[CH:14][CH2:15][CH:8]2[CH2:7][CH2:6]1)=[O:4]. (5) Given the product [F:32][C:2]([F:1])([S:28]([O-:31])(=[O:30])=[O:29])[C:3]([F:26])([F:27])[CH2:4][CH2:5][O:6][C:7]([C:9]12[CH2:16][CH:15]3[CH2:14][CH:13]([CH2:12][C:11]([O:19][C:20](=[O:25])[C:21]([F:22])([F:23])[F:24])([CH2:17]3)[CH2:10]1)[CH2:18]2)=[O:8].[C:48]1([S+:41]([C:35]2[CH:36]=[CH:37][CH:38]=[CH:39][CH:40]=2)[C:42]2[CH:47]=[CH:46][CH:45]=[CH:44][CH:43]=2)[CH:49]=[CH:50][CH:51]=[CH:52][CH:53]=1, predict the reactants needed to synthesize it. The reactants are: [F:1][C:2]([F:32])([S:28]([O-:31])(=[O:30])=[O:29])[C:3]([F:27])([F:26])[CH2:4][CH2:5][O:6][C:7]([C:9]12[CH2:18][CH:13]3[CH2:14][CH:15]([CH2:17][C:11]([O:19][C:20](=[O:25])[C:21]([F:24])([F:23])[F:22])([CH2:12]3)[CH2:10]1)[CH2:16]2)=[O:8].[Na+].[Br-].[C:35]1([S+:41]([C:48]2[CH:53]=[CH:52][CH:51]=[CH:50][CH:49]=2)[C:42]2[CH:47]=[CH:46][CH:45]=[CH:44][CH:43]=2)[CH:40]=[CH:39][CH:38]=[CH:37][CH:36]=1.O. (6) Given the product [O:4]1[C:8]2[CH:9]=[CH:10][CH:11]=[C:12]([N:13]3[CH2:18][CH2:17][N:16]([CH2:19][CH2:20][C@H:21]4[CH2:26][CH2:25][C@H:24]([NH:27][S:36]([CH3:35])(=[O:38])=[O:37])[CH2:23][CH2:22]4)[CH2:15][CH2:14]3)[C:7]=2[O:6][CH2:5]1, predict the reactants needed to synthesize it. The reactants are: Cl.Cl.Cl.[O:4]1[C:8]2[CH:9]=[CH:10][CH:11]=[C:12]([N:13]3[CH2:18][CH2:17][N:16]([CH2:19][CH2:20][C@H:21]4[CH2:26][CH2:25][C@H:24]([NH2:27])[CH2:23][CH2:22]4)[CH2:15][CH2:14]3)[C:7]=2[O:6][CH2:5]1.C(NC(C)C)(C)C.[CH3:35][S:36](Cl)(=[O:38])=[O:37]. (7) Given the product [F:25][C:23]1[CH:24]=[C:15]([NH:14][S:2]([C:5]2[CH:13]=[CH:12][C:8]([C:9]([OH:11])=[O:10])=[CH:7][CH:6]=2)(=[O:4])=[O:3])[CH:16]=[C:17]([F:26])[C:18]=1[C:19]([O:21][CH3:22])=[O:20], predict the reactants needed to synthesize it. The reactants are: Cl[S:2]([C:5]1[CH:13]=[CH:12][C:8]([C:9]([OH:11])=[O:10])=[CH:7][CH:6]=1)(=[O:4])=[O:3].[NH2:14][C:15]1[CH:24]=[C:23]([F:25])[C:18]([C:19]([O:21][CH3:22])=[O:20])=[C:17]([F:26])[CH:16]=1.N1C=CC=CC=1.